This data is from Full USPTO retrosynthesis dataset with 1.9M reactions from patents (1976-2016). The task is: Predict the reactants needed to synthesize the given product. (1) Given the product [F:16][C:14]([F:15])([F:17])[CH2:13][C:12]([N:11]([CH2:10][C@@:9]([N:38]([CH3:39])[C:47](=[O:54])[C:48]1[CH:53]=[CH:52][CH:51]=[CH:50][CH:49]=1)([C:4]1[CH:5]=[CH:6][C:7]([Cl:8])=[C:2]([Cl:1])[CH:3]=1)[CH2:20][CH2:21][N:22]1[CH2:23][CH2:24][C:25]2([C:36]3[C:31](=[CH:32][CH:33]=[CH:34][CH:35]=3)[CH2:30][C:29](=[O:37])[NH:28]2)[CH2:26][CH2:27]1)[CH3:19])=[O:18], predict the reactants needed to synthesize it. The reactants are: [Cl:1][C:2]1[CH:3]=[C:4]([C@@:9]([NH:38][CH3:39])([CH2:20][CH2:21][N:22]2[CH2:27][CH2:26][C:25]3([C:36]4[C:31](=[CH:32][CH:33]=[CH:34][CH:35]=4)[CH2:30][C:29](=[O:37])[NH:28]3)[CH2:24][CH2:23]2)[CH2:10][N:11]([CH3:19])[C:12](=[O:18])[CH2:13][C:14]([F:17])([F:16])[F:15])[CH:5]=[CH:6][C:7]=1[Cl:8].C(N(CC)CC)C.[C:47](Cl)(=[O:54])[C:48]1[CH:53]=[CH:52][CH:51]=[CH:50][CH:49]=1.O. (2) Given the product [NH2:19][C:10]1[CH:11]=[C:12]([C@@H:15]([OH:18])[CH2:16][Br:17])[CH:13]=[CH:14][C:9]=1[O:8][CH2:1][C:2]1[CH:7]=[CH:6][CH:5]=[CH:4][CH:3]=1, predict the reactants needed to synthesize it. The reactants are: [CH2:1]([O:8][C:9]1[CH:14]=[CH:13][C:12]([C@@H:15]([OH:18])[CH2:16][Br:17])=[CH:11][C:10]=1[N+:19]([O-])=O)[C:2]1[CH:7]=[CH:6][CH:5]=[CH:4][CH:3]=1.C1COCC1. (3) Given the product [F:24][C:23]([F:26])([F:25])[C:13]1[CH:12]=[C:11]([C:9]2[S:8][C:7]3[CH:27]=[C:3]([CH:2]=[O:30])[CH:4]=[CH:5][C:6]=3[CH:10]=2)[CH:16]=[CH:15][C:14]=1[C:17]1[CH:22]=[CH:21][CH:20]=[CH:19][CH:18]=1, predict the reactants needed to synthesize it. The reactants are: Br[CH2:2][C:3]1[CH:4]=[CH:5][C:6]2[CH:10]=[C:9]([C:11]3[CH:16]=[CH:15][C:14]([C:17]4[CH:22]=[CH:21][CH:20]=[CH:19][CH:18]=4)=[C:13]([C:23]([F:26])([F:25])[F:24])[CH:12]=3)[S:8][C:7]=2[CH:27]=1.CS(C)=[O:30]. (4) Given the product [Cl:8][C:5]1[CH:4]=[C:3]([F:9])[C:2]([Cl:1])=[CH:7][C:6]=1[S:10]([OH:13])(=[O:12])=[O:11], predict the reactants needed to synthesize it. The reactants are: [Cl:1][C:2]1[CH:7]=[CH:6][C:5]([Cl:8])=[CH:4][C:3]=1[F:9].[S:10](=O)(=[O:13])([OH:12])[OH:11]. (5) Given the product [F:1][C:2]1[CH:3]=[CH:4][C:5]([CH:8]2[N:12]([S:13]([C:16]3[CH:17]=[CH:18][C:19]([CH3:22])=[CH:20][CH:21]=3)(=[O:15])=[O:14])[CH:11]([C:23]3[N:25]=[N:26][NH:27][N:24]=3)[CH2:10][CH2:9]2)=[CH:6][CH:7]=1, predict the reactants needed to synthesize it. The reactants are: [F:1][C:2]1[CH:7]=[CH:6][C:5]([CH:8]2[N:12]([S:13]([C:16]3[CH:21]=[CH:20][C:19]([CH3:22])=[CH:18][CH:17]=3)(=[O:15])=[O:14])[CH:11]([C:23]#[N:24])[CH2:10][CH2:9]2)=[CH:4][CH:3]=1.[N-:25]=[N+:26]=[N-:27].[Na+].Cl.C(N(CC)CC)C.Cl. (6) Given the product [F:1][C:2]1[CH:10]=[CH:9][C:5]([C:6]([N:26]2[CH2:27][CH2:28][CH2:29][CH:24]([C:22]3[O:21][N:20]=[C:19]([C:15]4[CH:16]=[CH:17][CH:18]=[C:13]([F:12])[CH:14]=4)[N:23]=3)[CH2:25]2)=[O:7])=[CH:4][CH:3]=1, predict the reactants needed to synthesize it. The reactants are: [F:1][C:2]1[CH:10]=[CH:9][C:5]([C:6](Cl)=[O:7])=[CH:4][CH:3]=1.Cl.[F:12][C:13]1[CH:14]=[C:15]([C:19]2[N:23]=[C:22]([CH:24]3[CH2:29][CH2:28][CH2:27][NH:26][CH2:25]3)[O:21][N:20]=2)[CH:16]=[CH:17][CH:18]=1.